This data is from Acute oral toxicity (LD50) regression data from Zhu et al.. The task is: Regression/Classification. Given a drug SMILES string, predict its toxicity properties. Task type varies by dataset: regression for continuous values (e.g., LD50, hERG inhibition percentage) or binary classification for toxic/non-toxic outcomes (e.g., AMES mutagenicity, cardiotoxicity, hepatotoxicity). Dataset: ld50_zhu. (1) The molecule is CC1C(=O)CC2(C(C)C)CC12. The rat oral LD50 is 2.48, given as -log10 of the dose in mol/kg body weight (higher means more acutely toxic). (2) The compound is Oc1ccc(Cl)c(O)c1. The rat oral LD50 is 2.59, given as -log10 of the dose in mol/kg body weight (higher means more acutely toxic). (3) The molecule is CN(C)CCCN. The rat oral LD50 is 1.74, given as -log10 of the dose in mol/kg body weight (higher means more acutely toxic). (4) The compound is C=CCNCC=C. The rat oral LD50 is 2.23, given as -log10 of the dose in mol/kg body weight (higher means more acutely toxic).